From a dataset of Catalyst prediction with 721,799 reactions and 888 catalyst types from USPTO. Predict which catalyst facilitates the given reaction. Reactant: [F:1][C:2]1[CH:11]=[C:10]2[C:5]([CH:6]=[CH:7][CH:8]=[N:9]2)=[CH:4][C:3]=1[CH2:12][C:13]([OH:15])=[O:14].OS(O)(=O)=O.[CH3:21]O. Product: [CH3:21][O:14][C:13](=[O:15])[CH2:12][C:3]1[CH:4]=[C:5]2[C:10](=[CH:11][C:2]=1[F:1])[N:9]=[CH:8][CH:7]=[CH:6]2. The catalyst class is: 13.